This data is from Full USPTO retrosynthesis dataset with 1.9M reactions from patents (1976-2016). The task is: Predict the reactants needed to synthesize the given product. (1) Given the product [C:1]([O:5][C:6]([N:8]1[CH2:9][CH2:10][N:11]([C:14]2[CH:19]=[CH:18][C:17]([N:20]3[CH2:25][CH2:24][CH:23]([O:26][CH3:27])[CH2:22][CH2:21]3)=[CH:16][C:15]=2[CH:28]2[CH2:29][CH2:30][C:31]3([CH2:34][CH2:35][CH2:36][CH2:37][CH2:38]3)[CH2:32][CH2:33]2)[CH2:12][CH2:13]1)=[O:7])([CH3:4])([CH3:2])[CH3:3], predict the reactants needed to synthesize it. The reactants are: [C:1]([O:5][C:6]([N:8]1[CH2:13][CH2:12][N:11]([C:14]2[CH:19]=[CH:18][C:17]([N:20]3[CH2:25][CH2:24][CH:23]([O:26][CH3:27])[CH2:22][CH2:21]3)=[CH:16][C:15]=2[C:28]2[CH2:33][CH2:32][C:31]3([CH2:38][CH2:37][CH2:36][CH2:35][CH2:34]3)[CH2:30][CH:29]=2)[CH2:10][CH2:9]1)=[O:7])([CH3:4])([CH3:3])[CH3:2].CO.C(OCC)(=O)C. (2) Given the product [CH3:36][C:35]([O:14][C:13](=[O:15])[C@H:2]([CH2:3][C:4]1[C:12]2[C:7](=[CH:8][CH:9]=[CH:10][CH:11]=2)[NH:6][CH:5]=1)[NH:1][C:16]([O:18][CH2:19][C:20]1[CH:25]=[CH:24][CH:23]=[CH:22][CH:21]=1)=[O:17])([CH3:38])[CH3:37], predict the reactants needed to synthesize it. The reactants are: [NH2:1][C@H:2]([C:13]([OH:15])=[O:14])[CH2:3][C:4]1[C:12]2[C:7](=[CH:8][CH:9]=[CH:10][CH:11]=2)[NH:6][CH:5]=1.[C:16](Cl)([O:18][CH2:19][C:20]1[CH:25]=[CH:24][CH:23]=[CH:22][CH:21]=1)=[O:17].[OH-].[Na+].C([O-])([O-])=O.[K+].[K+].[C:35](Br)([CH3:38])([CH3:37])[CH3:36]. (3) Given the product [CH3:1][O:2][C:3]1[C:8]([CH3:9])=[CH:7][C:6]2[C:10]3([CH2:20][O:21][C:5]=2[CH:4]=1)[C:18]1[C:13](=[CH:14][CH:15]=[CH:16][CH:17]=1)[N:12]([CH2:33][C@H:34]1[CH2:38][CH2:37][CH2:36][O:35]1)[C:11]3=[O:19], predict the reactants needed to synthesize it. The reactants are: [CH3:1][O:2][C:3]1[C:8]([CH3:9])=[CH:7][C:6]2[C:10]3([CH2:20][O:21][C:5]=2[CH:4]=1)[C:18]1[C:13](=[CH:14][CH:15]=[CH:16][CH:17]=1)[NH:12][C:11]3=[O:19].CC1C=CC(S(O[CH2:33][C@H:34]2[CH2:38][CH2:37][CH2:36][O:35]2)(=O)=O)=CC=1.BrCC1CCCCO1. (4) The reactants are: I[C:2]1[CH:3]=[C:4]2[C:9](=[CH:10][CH:11]=1)[O:8][CH2:7][CH2:6][CH:5]2[OH:12].[Cl-].[CH2:14]([Zn+])[C:15]([CH3:18])([CH3:17])[CH3:16]. Given the product [CH2:14]([C:2]1[CH:3]=[C:4]2[C:9](=[CH:10][CH:11]=1)[O:8][CH2:7][CH2:6][CH:5]2[OH:12])[C:15]([CH3:18])([CH3:17])[CH3:16], predict the reactants needed to synthesize it. (5) Given the product [CH2:10]([O:9][P:8]([C:4]1[CH:3]=[C:2]([C:21]2[CH:20]=[CH:19][CH:18]=[C:17]([CH3:16])[CH:22]=2)[CH:7]=[CH:6][CH:5]=1)([O:12][CH2:13][CH3:14])=[O:15])[CH3:11], predict the reactants needed to synthesize it. The reactants are: I[C:2]1[CH:3]=[C:4]([P:8](=[O:15])([O:12][CH2:13][CH3:14])[O:9][CH2:10][CH3:11])[CH:5]=[CH:6][CH:7]=1.[CH3:16][C:17]1[CH:18]=[C:19](B(O)O)[CH:20]=[CH:21][CH:22]=1.C1(P(C2C=CC=CC=2)C2C=CC=CC=2)C=CC=CC=1.N(CC)CC. (6) Given the product [Br:1][C:2]1[CH:3]=[CH:4][C:5]2[O:11][CH:10]([CH2:12][O:13][Si:14]([C:17]([CH3:20])([CH3:18])[CH3:19])([CH3:15])[CH3:16])[CH2:9][N:8]3[CH:21]=[C:22]([C:43]([NH2:48])=[O:42])[N:23]=[C:7]3[C:6]=2[CH:24]=1, predict the reactants needed to synthesize it. The reactants are: [Br:1][C:2]1[CH:3]=[CH:4][C:5]2[O:11][CH:10]([CH2:12][O:13][Si:14]([C:17]([CH3:20])([CH3:19])[CH3:18])([CH3:16])[CH3:15])[CH2:9][N:8]3[CH:21]=[CH:22][N:23]=[C:7]3[C:6]=2[CH:24]=1.ClC1C=CC2OCCC3N(C=C(C([O:42][CH3:43])=O)N=3)C=2N=1.CCCC[N+:48](CCCC)(CCCC)CCCC.[F-]. (7) The reactants are: C([N:8]1[CH2:13][CH2:12][C:11](=O)[CH:10]([CH3:15])[CH2:9]1)C1C=CC=CC=1.[BH4-].[Na+].[CH3:30][C:29]([O:28][C:26](O[C:26]([O:28][C:29]([CH3:32])([CH3:31])[CH3:30])=[O:27])=[O:27])([CH3:32])[CH3:31].C([N:35](CC)CC)C.CS(Cl)(=O)=O.S([O-])(=O)(=O)C.[N-]=[N+]=[N-].[Na+].[N-]=[N+]=[N-]. Given the product [C:29]([O:28][C:26]([N:8]1[CH2:13][CH2:12][CH:11]([NH2:35])[CH:10]([CH3:15])[CH2:9]1)=[O:27])([CH3:30])([CH3:31])[CH3:32], predict the reactants needed to synthesize it. (8) Given the product [CH2:21]([NH:20][S:19]([C:18]1[CH:17]=[N:16][N:15]2[C:10]([NH:9][C:3]3[CH:4]=[C:5]([CH3:8])[CH:6]=[CH:7][C:2]=3[Cl:1])=[C:11]([C:25]([N:40]3[CH2:41][CH2:42][CH:37]([C:34]4[CH:33]=[CH:32][C:31]([F:30])=[CH:36][CH:35]=4)[CH2:38][CH2:39]3)=[O:27])[CH:12]=[N:13][C:14]=12)(=[O:24])=[O:23])[CH3:22], predict the reactants needed to synthesize it. The reactants are: [Cl:1][C:2]1[CH:7]=[CH:6][C:5]([CH3:8])=[CH:4][C:3]=1[NH:9][C:10]1[N:15]2[N:16]=[CH:17][C:18]([S:19](=[O:24])(=[O:23])[NH:20][CH2:21][CH3:22])=[C:14]2[N:13]=[CH:12][C:11]=1[C:25]([O:27]CC)=O.[F:30][C:31]1[CH:36]=[CH:35][C:34]([CH:37]2[CH2:42][CH2:41][NH:40][CH2:39][CH2:38]2)=[CH:33][CH:32]=1. (9) Given the product [CH:9]1([CH2:12][S:8][C:5]2[CH:6]=[CH:7][C:2]([Br:1])=[CH:3][CH:4]=2)[CH2:11][CH2:10]1, predict the reactants needed to synthesize it. The reactants are: [Br:1][C:2]1[CH:7]=[CH:6][C:5]([SH:8])=[CH:4][CH:3]=1.[CH:9]1([CH2:12]Br)[CH2:11][CH2:10]1.C(=O)([O-])[O-].[K+].[K+].